From a dataset of NCI-60 drug combinations with 297,098 pairs across 59 cell lines. Regression. Given two drug SMILES strings and cell line genomic features, predict the synergy score measuring deviation from expected non-interaction effect. Drug 1: C1=CC(=CC=C1CCC2=CNC3=C2C(=O)NC(=N3)N)C(=O)NC(CCC(=O)O)C(=O)O. Drug 2: CC1CCCC2(C(O2)CC(NC(=O)CC(C(C(=O)C(C1O)C)(C)C)O)C(=CC3=CSC(=N3)C)C)C. Cell line: OVCAR-4. Synergy scores: CSS=27.5, Synergy_ZIP=-1.30, Synergy_Bliss=-4.10, Synergy_Loewe=-4.56, Synergy_HSA=-4.37.